Dataset: Forward reaction prediction with 1.9M reactions from USPTO patents (1976-2016). Task: Predict the product of the given reaction. (1) Given the reactants [CH3:1][CH:2]([CH3:19])[CH:3]([NH:7][C:8]1[O:9][C:10]([C:13]2[CH:18]=[CH:17][CH:16]=[CH:15][CH:14]=2)=[N:11][N:12]=1)[C:4]([OH:6])=O.CCN=C=NCCCN(C)C.Cl.[Cl:32][C:33]1[CH:38]=[CH:37][C:36]([CH:39]2[CH2:44][CH2:43][NH:42][CH2:41][CH2:40]2)=[CH:35][CH:34]=1.C1C=CC2N(O)N=NC=2C=1.C(N(C(C)C)CC)(C)C, predict the reaction product. The product is: [Cl:32][C:33]1[CH:38]=[CH:37][C:36]([CH:39]2[CH2:40][CH2:41][N:42]([C:4](=[O:6])[CH:3]([NH:7][C:8]3[O:9][C:10]([C:13]4[CH:18]=[CH:17][CH:16]=[CH:15][CH:14]=4)=[N:11][N:12]=3)[CH:2]([CH3:1])[CH3:19])[CH2:43][CH2:44]2)=[CH:35][CH:34]=1. (2) Given the reactants CO.[CH:3]1([C:9]2[CH:18]=[C:17]3[C:12]([C:13]([CH3:47])=[CH:14][C:15](=[O:46])[N:16]3[CH2:19][CH2:20][N:21]3[CH2:26][CH2:25][CH:24]([N:27]([CH2:35][C:36]4[CH:45]=[CH:44][C:39]5[O:40][CH2:41][CH2:42][O:43][C:38]=5[CH:37]=4)C(=O)OC(C)(C)C)[CH2:23][CH2:22]3)=[CH:11][CH:10]=2)[CH2:8][CH2:7][CH2:6][CH2:5][CH2:4]1.[ClH:48].C(OCC)(=O)C, predict the reaction product. The product is: [ClH:48].[CH:3]1([C:9]2[CH:18]=[C:17]3[C:12]([C:13]([CH3:47])=[CH:14][C:15](=[O:46])[N:16]3[CH2:19][CH2:20][N:21]3[CH2:26][CH2:25][CH:24]([NH:27][CH2:35][C:36]4[CH:45]=[CH:44][C:39]5[O:40][CH2:41][CH2:42][O:43][C:38]=5[CH:37]=4)[CH2:23][CH2:22]3)=[CH:11][CH:10]=2)[CH2:8][CH2:7][CH2:6][CH2:5][CH2:4]1. (3) Given the reactants [CH3:1][C:2]1[C:14]([CH3:15])=[CH:13][CH:12]=[CH:11][C:3]=1[O:4][CH2:5][C:6](OCC)=[O:7].[BH4-].[Li+], predict the reaction product. The product is: [CH3:1][C:2]1[C:14]([CH3:15])=[CH:13][CH:12]=[CH:11][C:3]=1[O:4][CH2:5][CH2:6][OH:7]. (4) Given the reactants O=C(CC)C[N:4]1[CH:8]=[C:7](C2C=CC=CC=2)[N:6]=[CH:5]1, predict the reaction product. The product is: [NH:6]1[C:7]2=[N:4][CH:8]=[CH:7][NH:6][CH:8]2[NH:4][CH2:5]1. (5) Given the reactants [F:1][C:2]([F:13])([F:12])[C:3]1[N:7]2[CH2:8][CH2:9][NH:10][CH2:11][C:6]2=[N:5][N:4]=1.[C:14](O[C:14]([O:16][C:17]([CH3:20])([CH3:19])[CH3:18])=[O:15])([O:16][C:17]([CH3:20])([CH3:19])[CH3:18])=[O:15], predict the reaction product. The product is: [F:13][C:2]([F:12])([F:1])[C:3]1[N:7]2[CH2:8][CH2:9][N:10]([C:14]([O:16][C:17]([CH3:20])([CH3:19])[CH3:18])=[O:15])[CH2:11][C:6]2=[N:5][N:4]=1. (6) The product is: [S:18]1[CH:22]=[CH:21][C:20]([C:2]2[CH:3]=[C:4]3[CH2:10][C@:9]4([CH:15]5[CH2:16][CH2:17][N:12]([CH2:13][CH2:14]5)[CH2:11]4)[O:8][C:5]3=[N:6][CH:7]=2)=[CH:19]1. Given the reactants Br[C:2]1[CH:3]=[C:4]2[CH2:10][C@:9]3([CH:15]4[CH2:16][CH2:17][N:12]([CH2:13][CH2:14]4)[CH2:11]3)[O:8][C:5]2=[N:6][CH:7]=1.[S:18]1[CH:22]=[CH:21][C:20](B(O)O)=[CH:19]1.C1(N)C(F)=C(F)C(F)=C(N)C=1F.Cl.Cl, predict the reaction product. (7) Given the reactants [CH2:1]([B:5]([OH:7])[OH:6])[CH2:2][CH2:3][CH3:4].O[CH2:9][CH2:10][NH:11][CH2:12][CH2:13]O.O[C@H]([C@@H](O)C(N(C)C)=O)C(N(C)C)=O, predict the reaction product. The product is: [CH2:1]([B:5]1[O:7][CH2:13][CH2:12][NH:11][CH2:10][CH2:9][O:6]1)[CH2:2][CH2:3][CH3:4]. (8) Given the reactants C1C=C(Cl)C=C(C(OO)=[O:9])C=1.[CH3:12][N:13]([C:26]1[CH:31]=[CH:30][N:29]=[C:28]([S:32][CH3:33])[N:27]=1)[C:14]1[N:15]=[N:16][CH:17]=[C:18]([C:20]2[CH:25]=[CH:24][CH:23]=[CH:22][CH:21]=2)[CH:19]=1, predict the reaction product. The product is: [CH3:12][N:13]([C:26]1[CH:31]=[CH:30][N:29]=[C:28]([S:32]([CH3:33])=[O:9])[N:27]=1)[C:14]1[N:15]=[N:16][CH:17]=[C:18]([C:20]2[CH:21]=[CH:22][CH:23]=[CH:24][CH:25]=2)[CH:19]=1.